From a dataset of Full USPTO retrosynthesis dataset with 1.9M reactions from patents (1976-2016). Predict the reactants needed to synthesize the given product. (1) Given the product [CH3:1][C:2]1[CH:7]=[CH:6][C:5]([S:8]([O:11][CH2:12][CH:13]2[CH2:17][C:16]3[CH:18]=[CH:19][CH:20]=[C:21]([C:29]4[CH:30]=[C:25]([O:24][CH3:23])[CH:26]=[CH:27][C:28]=4[O:31][CH3:32])[C:15]=3[O:14]2)(=[O:10])=[O:9])=[CH:4][CH:3]=1, predict the reactants needed to synthesize it. The reactants are: [CH3:1][C:2]1[CH:7]=[CH:6][C:5]([S:8]([O:11][CH2:12][CH:13]2[CH2:17][C:16]3[CH:18]=[CH:19][CH:20]=[C:21](Br)[C:15]=3[O:14]2)(=[O:10])=[O:9])=[CH:4][CH:3]=1.[CH3:23][O:24][C:25]1[CH:30]=[CH:29][C:28]([O:31][CH3:32])=[CH:27][C:26]=1B(O)O. (2) Given the product [CH3:31][CH:29]1[CH2:28][N:27]([C:2]2[N:7]3[N:8]=[CH:9][CH:10]=[C:6]3[N:5]=[C:4]([NH:11][C:12](=[O:23])[C:13]3[CH:18]=[CH:17][C:16]([C:19]([OH:22])([CH3:21])[CH3:20])=[CH:15][CH:14]=3)[CH:3]=2)[CH2:26][CH:25]([CH3:24])[O:30]1, predict the reactants needed to synthesize it. The reactants are: Cl[C:2]1[N:7]2[N:8]=[CH:9][CH:10]=[C:6]2[N:5]=[C:4]([NH:11][C:12](=[O:23])[C:13]2[CH:18]=[CH:17][C:16]([C:19]([OH:22])([CH3:21])[CH3:20])=[CH:15][CH:14]=2)[CH:3]=1.[CH3:24][CH:25]1[O:30][CH:29]([CH3:31])[CH2:28][NH:27][CH2:26]1. (3) Given the product [CH2:1]([CH:8]1[C:16]2[C:11](=[CH:12][CH:13]=[C:14]([O:17][CH2:20][CH2:21][NH:22][C:23](=[O:29])[O:24][C:25]([CH3:28])([CH3:27])[CH3:26])[CH:15]=2)[C:10](=[O:18])[NH:9]1)[C:2]1[CH:3]=[CH:4][CH:5]=[CH:6][CH:7]=1, predict the reactants needed to synthesize it. The reactants are: [CH2:1]([CH:8]1[C:16]2[C:11](=[CH:12][CH:13]=[C:14]([OH:17])[CH:15]=2)[C:10](=[O:18])[NH:9]1)[C:2]1[CH:7]=[CH:6][CH:5]=[CH:4][CH:3]=1.Br[CH2:20][CH2:21][NH:22][C:23](=[O:29])[O:24][C:25]([CH3:28])([CH3:27])[CH3:26]. (4) Given the product [NH2:28][C:14]1[N:15]=[CH:16][C:17]([C:30]2[CH:31]=[N:32][N:33]([CH:35]3[CH2:50][CH2:49][C:38]4([CH2:41][N:40]([C:42]([O:44][C:45]([CH3:46])([CH3:47])[CH3:48])=[O:43])[CH2:39]4)[CH2:37][CH2:36]3)[CH:34]=2)=[CH:18][C:13]=1[O:12][C@@H:10]([C:3]1[C:4]([Cl:9])=[CH:5][CH:6]=[C:7]([F:8])[C:2]=1[Cl:1])[CH3:11], predict the reactants needed to synthesize it. The reactants are: [Cl:1][C:2]1[C:7]([F:8])=[CH:6][CH:5]=[C:4]([Cl:9])[C:3]=1[C@H:10]([O:12][C:13]1[C:14]([NH2:28])=[N:15][CH:16]=[C:17](B2OC(C)(C)C(C)(C)O2)[CH:18]=1)[CH3:11].I[C:30]1[CH:31]=[N:32][N:33]([CH:35]2[CH2:50][CH2:49][C:38]3([CH2:41][N:40]([C:42]([O:44][C:45]([CH3:48])([CH3:47])[CH3:46])=[O:43])[CH2:39]3)[CH2:37][CH2:36]2)[CH:34]=1. (5) Given the product [ClH:12].[CH3:1][O:2][C:3]1[CH:4]=[CH:5][C:6]([CH2:9][C:10]2[N:33]([CH2:34][CH2:35][CH2:36][N:37]3[CH2:38][CH2:39][CH2:40][CH2:41][CH2:42]3)[C:15]3[CH:16]=[C:17]([C:18]([N:20]([CH2:21][CH2:22][CH:23]([CH3:25])[CH3:24])[CH2:26][CH2:27][CH:28]([CH3:30])[CH3:29])=[O:19])[CH:31]=[CH:32][C:14]=3[N:13]=2)=[CH:7][CH:8]=1, predict the reactants needed to synthesize it. The reactants are: [CH3:1][O:2][C:3]1[CH:8]=[CH:7][C:6]([CH2:9][C:10]([Cl:12])=O)=[CH:5][CH:4]=1.[NH2:13][C:14]1[CH:32]=[CH:31][C:17]([C:18]([N:20]([CH2:26][CH2:27][CH:28]([CH3:30])[CH3:29])[CH2:21][CH2:22][CH:23]([CH3:25])[CH3:24])=[O:19])=[CH:16][C:15]=1[NH:33][CH2:34][CH2:35][CH2:36][N:37]1[CH2:42][CH2:41][CH2:40][CH2:39][CH2:38]1. (6) The reactants are: [C:1]([C:3]1[CH:8]=[CH:7][C:6]([NH:9][NH2:10])=[CH:5][CH:4]=1)#[N:2].[C:11]1([CH:17]=[CH:18][C:19]([C:21]2[CH:22]=[CH:23][C:24]3[O:29][CH2:28][C:27](=[O:30])[NH:26][C:25]=3[CH:31]=2)=O)[CH:16]=[CH:15][CH:14]=[CH:13][CH:12]=1. Given the product [O:30]=[C:27]1[NH:26][C:25]2[CH:31]=[C:21]([C:19]3[CH2:18][CH:17]([C:11]4[CH:12]=[CH:13][CH:14]=[CH:15][CH:16]=4)[N:9]([C:6]4[CH:7]=[CH:8][C:3]([C:1]#[N:2])=[CH:4][CH:5]=4)[N:10]=3)[CH:22]=[CH:23][C:24]=2[O:29][CH2:28]1, predict the reactants needed to synthesize it.